This data is from Reaction yield outcomes from USPTO patents with 853,638 reactions. The task is: Predict the reaction yield, written as a fraction of the theoretical maximum amount of product (1.0 means a 100% yield; for example, 0.34 means a 34% yield). (1) The reactants are [F:1][C:2]1[CH:3]=[C:4]([CH:14]([NH:16][C:17]([C:19]2[N:20]=[C:21](Cl)[S:22][CH:23]=2)=[O:18])[CH3:15])[CH:5]=[C:6]([F:13])[C:7]=1[NH:8][S:9]([CH3:12])(=[O:11])=[O:10].[CH:25]([C:28]1[CH:29]=[C:30]([OH:34])[CH:31]=[CH:32][CH:33]=1)([CH3:27])[CH3:26]. No catalyst specified. The product is [F:1][C:2]1[CH:3]=[C:4]([CH:14]([NH:16][C:17]([C:19]2[N:20]=[C:21]([O:34][C:30]3[CH:31]=[CH:32][CH:33]=[C:28]([CH:25]([CH3:27])[CH3:26])[CH:29]=3)[S:22][CH:23]=2)=[O:18])[CH3:15])[CH:5]=[C:6]([F:13])[C:7]=1[NH:8][S:9]([CH3:12])(=[O:11])=[O:10]. The yield is 0.670. (2) The reactants are [C:1]1([CH:7]2[CH2:12][CH2:11][NH:10][CH2:9][CH2:8]2)[CH:6]=[CH:5][CH:4]=[CH:3][CH:2]=1.[CH3:13][O:14][C:15]1[CH:20]=[CH:19][C:18]([N:21]2[CH2:26][CH2:25][N:24]([C:27]3[C:28]([CH3:41])=[C:29]([CH3:40])[C:30]4[O:34][C:33]([CH3:36])([CH3:35])[CH:32](O)[C:31]=4[C:38]=3[CH3:39])[CH2:23][CH2:22]2)=[CH:17][CH:16]=1. No catalyst specified. The product is [CH3:13][O:14][C:15]1[CH:16]=[CH:17][C:18]([N:21]2[CH2:26][CH2:25][N:24]([C:27]3[C:28]([CH3:41])=[C:29]([CH3:40])[C:30]4[O:34][C:33]([CH3:35])([CH3:36])[CH:32]([N:10]5[CH2:9][CH2:8][CH:7]([C:1]6[CH:6]=[CH:5][CH:4]=[CH:3][CH:2]=6)[CH2:12][CH2:11]5)[C:31]=4[C:38]=3[CH3:39])[CH2:23][CH2:22]2)=[CH:19][CH:20]=1. The yield is 0.450. (3) The reactants are [Br-].[CH2:2]([P+](C1C=CC=CC=1)(C1C=CC=CC=1)C1C=CC=CC=1)[CH2:3][C:4]1[CH:9]=[CH:8][CH:7]=[CH:6][CH:5]=1.[Li]CCCC.[CH3:34][CH:35]([CH2:38][CH2:39][CH:40]=[C:41]([CH3:43])[CH3:42])[CH:36]=O. No catalyst specified. The product is [CH3:42][CH:41]([CH2:40][CH2:39][CH:38]=[C:35]([CH3:36])[CH3:34])[CH:43]=[CH:2][CH2:3][C:4]1[CH:5]=[CH:6][CH:7]=[CH:8][CH:9]=1. The yield is 0.740. (4) The reactants are [F:1][C:2]1[CH:7]=[CH:6][C:5]([C:8]2[O:9][C:10]3[CH:20]=[CH:19][C:18]([C:21]4[CH:22]=[C:23]([CH:27]=[CH:28][CH:29]=4)[C:24](O)=[O:25])=[CH:17][C:11]=3[C:12]=2[C:13](=[O:16])[NH:14][CH3:15])=[CH:4][CH:3]=1.Cl.[NH2:31][C:32]1([C:35]([NH:37][S:38]([CH:41]2[CH2:43][CH2:42]2)(=[O:40])=[O:39])=[O:36])[CH2:34][CH2:33]1.CN(C(ON1N=NC2C=CC=NC1=2)=[N+](C)C)C.F[P-](F)(F)(F)(F)F.CCN(C(C)C)C(C)C. The catalyst is CO.CN(C=O)C. The product is [CH:41]1([S:38]([NH:37][C:35]([C:32]2([NH:31][C:24]([C:23]3[CH:22]=[C:21]([C:18]4[CH:19]=[CH:20][C:10]5[O:9][C:8]([C:5]6[CH:6]=[CH:7][C:2]([F:1])=[CH:3][CH:4]=6)=[C:12]([C:13]([NH:14][CH3:15])=[O:16])[C:11]=5[CH:17]=4)[CH:29]=[CH:28][CH:27]=3)=[O:25])[CH2:34][CH2:33]2)=[O:36])(=[O:40])=[O:39])[CH2:43][CH2:42]1. The yield is 0.520. (5) The reactants are [NH2:1][C:2]1[CH:7]=[C:6]([F:8])[C:5]([F:9])=[CH:4][C:3]=1[NH2:10].[N:11]#[C:12]Br.C(=O)(O)[O-].[Na+]. The catalyst is O. The product is [F:8][C:6]1[C:5]([F:9])=[CH:4][C:3]2[NH:10][C:12]([NH2:11])=[N:1][C:2]=2[CH:7]=1. The yield is 0.590. (6) The reactants are C1(N2CC[O:9]CC2)CCCC=1.[CH3:12][O:13][C:14]1[CH:15]=[C:16]([CH:19]=[CH:20][CH:21]=1)[CH:17]=O.Cl.[CH:23]1[CH:28]=[CH:27][CH:26]=[CH:25]C=1. No catalyst specified. The product is [CH3:12][O:13][C:14]1[CH:15]=[C:16]([CH:19]=[CH:20][CH:21]=1)[CH:17]=[C:25]1[CH2:26][CH2:27][CH2:28][C:23]1=[O:9]. The yield is 0.660.